From a dataset of Full USPTO retrosynthesis dataset with 1.9M reactions from patents (1976-2016). Predict the reactants needed to synthesize the given product. (1) Given the product [N+:1]([CH2:4][CH2:5][CH2:6][C:7]1[CH:12]=[CH:11][C:10]([C:13](=[O:21])[CH2:14][CH2:15][CH2:16][CH2:17][CH2:18][CH2:19][CH3:20])=[CH:9][CH:8]=1)([O-:3])=[O:2], predict the reactants needed to synthesize it. The reactants are: [N+:1]([CH2:4][CH2:5][CH2:6][C:7]1[CH:12]=[CH:11][CH:10]=[CH:9][CH:8]=1)([O-:3])=[O:2].[C:13](Cl)(=[O:21])[CH2:14][CH2:15][CH2:16][CH2:17][CH2:18][CH2:19][CH3:20]. (2) The reactants are: [NH2:1][C:2]1[CH:10]=[CH:9][CH:8]=[C:7]2[C:3]=1[C:4](=[O:28])[N:5]([C@@H:12]([C:18]1[CH:23]=[CH:22][C:21]([OH:24])=[C:20]([O:25]CC)[CH:19]=1)[CH2:13][S:14]([CH3:17])(=[O:16])=[O:15])[C:6]2=[O:11].[Al+3].[Cl-].[Cl-].[Cl-].O. Given the product [NH2:1][C:2]1[CH:10]=[CH:9][CH:8]=[C:7]2[C:3]=1[C:4](=[O:28])[N:5]([C@@H:12]([C:18]1[CH:23]=[CH:22][C:21]([OH:24])=[C:20]([OH:25])[CH:19]=1)[CH2:13][S:14]([CH3:17])(=[O:16])=[O:15])[C:6]2=[O:11], predict the reactants needed to synthesize it.